This data is from Full USPTO retrosynthesis dataset with 1.9M reactions from patents (1976-2016). The task is: Predict the reactants needed to synthesize the given product. (1) Given the product [Cl:7][C:8]1[CH:13]=[C:12]([Cl:14])[C:11]([O:15][CH3:16])=[CH:10][C:9]=1[NH:17][C:18]1[C:23]([C:24]#[N:25])=[CH:22][N:21]=[C:20]2[CH:26]=[C:27]([C:29]3[CH:34]=[CH:33][CH:32]=[C:31]([CH2:35][N:1]4[CH2:6][CH2:5][O:4][CH2:3][CH2:2]4)[CH:30]=3)[S:28][C:19]=12, predict the reactants needed to synthesize it. The reactants are: [NH:1]1[CH2:6][CH2:5][O:4][CH2:3][CH2:2]1.[Cl:7][C:8]1[CH:13]=[C:12]([Cl:14])[C:11]([O:15][CH3:16])=[CH:10][C:9]=1[NH:17][C:18]1[C:23]([C:24]#[N:25])=[CH:22][N:21]=[C:20]2[CH:26]=[C:27]([C:29]3[CH:34]=[CH:33][CH:32]=[C:31]([CH:35]=O)[CH:30]=3)[S:28][C:19]=12.C(O[BH-](OC(=O)C)OC(=O)C)(=O)C.[Na+]. (2) The reactants are: [O:1]1[C:5]([C:6]2[CH:7]=[C:8]([NH2:12])[CH:9]=[CH:10][CH:11]=2)=[CH:4][N:3]=[CH:2]1.[N+:13]([C:16]1[CH:21]=[CH:20][C:19]([S:22](Cl)(=[O:24])=[O:23])=[CH:18][CH:17]=1)([O-:15])=[O:14]. Given the product [N+:13]([C:16]1[CH:17]=[CH:18][C:19]([S:22]([NH:12][C:8]2[CH:9]=[CH:10][CH:11]=[C:6]([C:5]3[O:1][CH:2]=[N:3][CH:4]=3)[CH:7]=2)(=[O:24])=[O:23])=[CH:20][CH:21]=1)([O-:15])=[O:14], predict the reactants needed to synthesize it. (3) Given the product [C:17]([C:3]1[CH:4]=[C:5]([C:8]2[S:9][C:10]3[N:11]=[CH:12][N:13]=[CH:14][C:15]=3[N:16]=2)[CH:6]=[CH:7][C:2]=1[O:26][C:21]1[CH:22]=[CH:23][CH:24]=[CH:25][C:20]=1[F:19])#[N:18], predict the reactants needed to synthesize it. The reactants are: Cl[C:2]1[CH:7]=[CH:6][C:5]([C:8]2[S:9][C:10]3[N:11]=[CH:12][N:13]=[CH:14][C:15]=3[N:16]=2)=[CH:4][C:3]=1[C:17]#[N:18].[F:19][C:20]1[CH:25]=[CH:24][CH:23]=[CH:22][C:21]=1[OH:26].[H-].[Na+].O. (4) Given the product [CH:23]1([CH2:29][CH2:30][O:31][C:32]2[CH:33]=[C:34]([CH:43]=[CH:44][CH:45]=2)[C:35]([N:37]2[CH2:38][CH2:39][N:40]([C:15]([N:1]3[C:9]4[C:4](=[CH:5][CH:6]=[CH:7][CH:8]=4)[CH:3]=[CH:2]3)=[O:16])[CH2:41][CH2:42]2)=[O:36])[CH2:28][CH2:27][CH2:26][CH2:25][CH2:24]1, predict the reactants needed to synthesize it. The reactants are: [NH:1]1[C:9]2[C:4](=[CH:5][CH:6]=[CH:7][CH:8]=2)[CH:3]=[CH:2]1.C1N=CN([C:15](N2C=NC=C2)=[O:16])C=1.Cl.[CH:23]1([CH2:29][CH2:30][O:31][C:32]2[CH:33]=[C:34]([CH:43]=[CH:44][CH:45]=2)[C:35]([N:37]2[CH2:42][CH2:41][NH:40][CH2:39][CH2:38]2)=[O:36])[CH2:28][CH2:27][CH2:26][CH2:25][CH2:24]1.O. (5) Given the product [Br:1][C:2]1[N:3]=[C:4]([NH:16][CH:13]([CH3:15])[CH3:14])[C:5]2[N:6]([C:8]([CH3:11])=[N:9][N:10]=2)[CH:7]=1, predict the reactants needed to synthesize it. The reactants are: [Br:1][C:2]1[N:3]=[C:4](Cl)[C:5]2[N:6]([C:8]([CH3:11])=[N:9][N:10]=2)[CH:7]=1.[CH:13]([NH2:16])([CH3:15])[CH3:14]. (6) The reactants are: [CH3:1][O:2][CH2:3][CH2:4][C:5]1[C:10]([CH2:11]O)=[C:9]([CH3:13])[N:8]=[C:7]([C:14]2[CH:19]=[CH:18][C:17]([C:20]([F:23])([F:22])[F:21])=[CH:16][CH:15]=2)[N:6]=1.S(Cl)([Cl:26])=O. Given the product [Cl:26][CH2:11][C:10]1[C:5]([CH2:4][CH2:3][O:2][CH3:1])=[N:6][C:7]([C:14]2[CH:19]=[CH:18][C:17]([C:20]([F:23])([F:22])[F:21])=[CH:16][CH:15]=2)=[N:8][C:9]=1[CH3:13], predict the reactants needed to synthesize it. (7) Given the product [CH2:1]([N:8]1[C:16]2[C:11](=[CH:12][C:13]([C:17]3[CH:22]=[CH:21][C:20]([OH:23])=[CH:19][CH:18]=3)=[CH:14][CH:15]=2)[C:10]([CH2:25][C:26]2[CH:27]=[CH:28][CH:29]=[CH:30][CH:31]=2)=[C:9]1[C:32]1[CH:37]=[CH:36][CH:35]=[CH:34][CH:33]=1)[C:2]1[CH:3]=[CH:4][CH:5]=[CH:6][CH:7]=1, predict the reactants needed to synthesize it. The reactants are: [CH2:1]([N:8]1[C:16]2[C:11](=[CH:12][C:13]([C:17]3[CH:22]=[CH:21][C:20]([O:23]C)=[CH:19][CH:18]=3)=[CH:14][CH:15]=2)[C:10]([CH2:25][C:26]2[CH:31]=[CH:30][CH:29]=[CH:28][CH:27]=2)=[C:9]1[C:32]1[CH:37]=[CH:36][CH:35]=[CH:34][CH:33]=1)[C:2]1[CH:7]=[CH:6][CH:5]=[CH:4][CH:3]=1.B(Br)(Br)Br.